This data is from Full USPTO retrosynthesis dataset with 1.9M reactions from patents (1976-2016). The task is: Predict the reactants needed to synthesize the given product. (1) Given the product [F:1][C:2]1[CH:7]=[CH:6][C:5]([NH2:8])=[CH:4][C:3]=1[CH3:11], predict the reactants needed to synthesize it. The reactants are: [F:1][C:2]1[CH:7]=[CH:6][C:5]([N+:8]([O-])=O)=[CH:4][C:3]=1[CH3:11].[H][H]. (2) Given the product [Cl:23][C:24]1[CH:25]=[C:26]([N:30]2[CH2:35][CH2:34][N:33]([C:36]([C:38]3[N:39]([C:44]4[CH:49]=[CH:48][CH:47]=[CH:46][CH:45]=4)[N:40]=[C:41]([CH3:43])[CH:42]=3)=[S:10])[CH2:32][CH2:31]2)[CH:27]=[CH:28][CH:29]=1, predict the reactants needed to synthesize it. The reactants are: COC1C=CC(P2(SP(C3C=CC(OC)=CC=3)(=S)S2)=[S:10])=CC=1.[Cl:23][C:24]1[CH:25]=[C:26]([N:30]2[CH2:35][CH2:34][N:33]([C:36]([C:38]3[N:39]([C:44]4[CH:49]=[CH:48][CH:47]=[CH:46][CH:45]=4)[N:40]=[C:41]([CH3:43])[CH:42]=3)=O)[CH2:32][CH2:31]2)[CH:27]=[CH:28][CH:29]=1.C(OCC)(=O)C. (3) Given the product [F:1][C:2]1[CH:7]=[CH:6][C:5]([N:8]2[C:16]3[C:11](=[CH:12][C:13]([CH2:17][CH2:18][CH2:19][CH2:20][CH2:21][OH:22])=[CH:14][CH:15]=3)[CH:10]=[CH:9]2)=[CH:4][CH:3]=1, predict the reactants needed to synthesize it. The reactants are: [F:1][C:2]1[CH:7]=[CH:6][C:5]([N:8]2[C:16]3[C:11](=[CH:12][C:13]([C:17]#[C:18][CH2:19][CH2:20][CH2:21][OH:22])=[CH:14][CH:15]=3)[CH:10]=[CH:9]2)=[CH:4][CH:3]=1. (4) Given the product [CH2:19]([O:18][C:17]1[C:12]2[N:13]=[C:14]([CH3:16])[O:15][C:11]=2[CH:10]=[CH:9][C:8]=1[CH:2]([O:1][C:8]([CH3:9])([CH3:17])[CH3:2])[C:3]([O:5][CH2:6][CH3:7])=[O:4])[C:20]1[CH:21]=[CH:22][CH:23]=[CH:24][CH:25]=1, predict the reactants needed to synthesize it. The reactants are: [OH:1][CH:2]([C:8]1[CH:9]=[CH:10][C:11]2[O:15][C:14]([CH3:16])=[N:13][C:12]=2[C:17]=1[O:18][CH2:19][C:20]1[CH:25]=[CH:24][CH:23]=[CH:22][CH:21]=1)[C:3]([O:5][CH2:6][CH3:7])=[O:4].Cl(O)(=O)(=O)=O.C(=O)(O)[O-].[Na+].O. (5) Given the product [C:15]([O:18][CH:19]([O:58][C:59](=[O:61])[CH3:60])[C:20]1[CH:25]=[CH:24][C:23]([O:26][CH2:27][CH2:28][CH2:29][CH2:30][CH:31]([O:57][P:5]([N:4]([CH:12]([CH3:14])[CH3:13])[CH:1]([CH3:3])[CH3:2])[O:6][CH2:7][CH2:8][C:9]#[N:10])[CH2:32][O:33][C:34]([C:41]2[CH:42]=[CH:43][C:44]([O:47][CH3:48])=[CH:45][CH:46]=2)([C:49]2[CH:50]=[CH:51][C:52]([O:55][CH3:56])=[CH:53][CH:54]=2)[C:35]2[CH:40]=[CH:39][CH:38]=[CH:37][CH:36]=2)=[CH:22][CH:21]=1)(=[O:17])[CH3:16], predict the reactants needed to synthesize it. The reactants are: [CH:1]([N:4]([CH:12]([CH3:14])[CH3:13])[P:5](Cl)[O:6][CH2:7][CH2:8][C:9]#[N:10])([CH3:3])[CH3:2].[C:15]([O:18][CH:19]([O:58][C:59](=[O:61])[CH3:60])[C:20]1[CH:25]=[CH:24][C:23]([O:26][CH2:27][CH2:28][CH2:29][CH2:30][CH:31]([OH:57])[CH2:32][O:33][C:34]([C:49]2[CH:54]=[CH:53][C:52]([O:55][CH3:56])=[CH:51][CH:50]=2)([C:41]2[CH:46]=[CH:45][C:44]([O:47][CH3:48])=[CH:43][CH:42]=2)[C:35]2[CH:40]=[CH:39][CH:38]=[CH:37][CH:36]=2)=[CH:22][CH:21]=1)(=[O:17])[CH3:16].CO.C(=O)(O)[O-].[Na+].